This data is from Reaction yield outcomes from USPTO patents with 853,638 reactions. The task is: Predict the reaction yield, written as a fraction of the theoretical maximum amount of product (1.0 means a 100% yield; for example, 0.34 means a 34% yield). (1) The reactants are Cl[C:2]1[N:10]=[C:9]2[C:5]([NH:6][CH:7]=[N:8]2)=[C:4]([NH2:11])[N:3]=1.CC([O-])(C)C.[K+].[CH2:18]([OH:22])[CH2:19][CH2:20][CH3:21]. No catalyst specified. The product is [CH2:18]([O:22][C:2]1[N:10]=[C:9]2[C:5]([N:6]=[CH:7][NH:8]2)=[C:4]([NH2:11])[N:3]=1)[CH2:19][CH2:20][CH3:21]. The yield is 0.700. (2) The catalyst is CO. The reactants are [CH:1]1([N:7]2[C:11]([CH2:12][S:13][C:14]3[N:19]=[C:18]([OH:20])[CH:17]=[C:16]([CH3:21])[N:15]=3)=[CH:10][N:9]=[CH:8]2)[CH2:6][CH2:5][CH2:4][CH2:3][CH2:2]1.[ClH:22].O1CCOCC1. The product is [ClH:22].[CH:1]1([N:7]2[C:11]([CH2:12][S:13][C:14]3[N:19]=[C:18]([OH:20])[CH:17]=[C:16]([CH3:21])[N:15]=3)=[CH:10][N:9]=[CH:8]2)[CH2:6][CH2:5][CH2:4][CH2:3][CH2:2]1. The yield is 0.980. (3) The reactants are [CH2:1]([C:9]1[CH:15]=[CH:14][C:12](N)=[CH:11][CH:10]=1)[C:2]1[CH:8]=[CH:7][C:5]([NH2:6])=[CH:4][CH:3]=1.C(OC([O:26][C:27]([CH3:30])([CH3:29])[CH3:28])=O)([O:26][C:27]([CH3:30])([CH3:29])[CH3:28])=O.C([NH:39][C:40]1C=CC=CC=1)NC1C=CC=CC=1.C1C[O:49]CC1. The catalyst is CCOCC. The product is [C:27]([O:26][NH:39][C:40]([C:12]1[CH:14]=[CH:15][C:9]([CH2:1][C:2]2[CH:8]=[CH:7][C:5]([NH2:6])=[CH:4][CH:3]=2)=[CH:10][CH:11]=1)=[O:49])([CH3:28])([CH3:29])[CH3:30]. The yield is 0.460. (4) The reactants are [C:1]([C:5]1[CH:9]=[C:8]([NH:10][C:11]([NH:13][C:14]2[C:23]3[C:18](=[CH:19][CH:20]=[CH:21][CH:22]=3)[C:17]([O:24][CH2:25][CH2:26]I)=[CH:16][CH:15]=2)=[O:12])[N:7]([C:28]2[CH:33]=[CH:32][C:31]([CH3:34])=[CH:30][CH:29]=2)[N:6]=1)([CH3:4])([CH3:3])[CH3:2].C(=O)([O-])[O-].[K+].[K+].[N+:41]([C:44]1[N:45]=[CH:46][NH:47][CH:48]=1)([O-:43])=[O:42].O. The catalyst is CN(C=O)C. The product is [C:1]([C:5]1[CH:9]=[C:8]([NH:10][C:11]([NH:13][C:14]2[C:23]3[C:18](=[CH:19][CH:20]=[CH:21][CH:22]=3)[C:17]([O:24][CH2:25][CH2:26][N:47]3[CH:48]=[C:44]([N+:41]([O-:43])=[O:42])[N:45]=[CH:46]3)=[CH:16][CH:15]=2)=[O:12])[N:7]([C:28]2[CH:33]=[CH:32][C:31]([CH3:34])=[CH:30][CH:29]=2)[N:6]=1)([CH3:4])([CH3:3])[CH3:2]. The yield is 0.600.